This data is from Reaction yield outcomes from USPTO patents with 853,638 reactions. The task is: Predict the reaction yield, written as a fraction of the theoretical maximum amount of product (1.0 means a 100% yield; for example, 0.34 means a 34% yield). (1) The reactants are [Cl:1][C:2]1[CH:3]=[C:4]([CH:7]=[CH:8][CH:9]=1)[C:5]#[N:6].[CH3:10][O-:11].[Na+]. The catalyst is CO.O. The product is [Cl:1][C:2]1[CH:3]=[C:4]([CH:7]=[CH:8][CH:9]=1)[C:5](=[NH:6])[O:11][CH3:10]. The yield is 0.470. (2) The reactants are [CH2:1]=O.[Cl-].[Mg+2].[Cl-].C(N(CC)CC)C.[F:13][C:14]1[C:19]([F:20])=[CH:18][C:17]([F:21])=[CH:16][C:15]=1[OH:22].[C:23](=[O:26])([O-])[O-].[K+].[K+].CI. The catalyst is O1CCCC1.[Cl-].[Na+].O. The product is [F:13][C:14]1[C:15]([O:22][CH3:1])=[C:16]([C:17]([F:21])=[CH:18][C:19]=1[F:20])[CH:23]=[O:26]. The yield is 0.160. (3) The reactants are Br[CH2:2][C:3]1[CH:8]=[CH:7][C:6]([C:9]2[CH:16]=[CH:15][CH:14]=[CH:13][C:10]=2[C:11]#[N:12])=[CH:5][CH:4]=1.C(=O)(O)[O-:18].[Na+].O. The catalyst is CS(C)=O. The product is [CH:2]([C:3]1[CH:8]=[CH:7][C:6]([C:9]2[CH:16]=[CH:15][CH:14]=[CH:13][C:10]=2[C:11]#[N:12])=[CH:5][CH:4]=1)=[O:18]. The yield is 0.630. (4) The reactants are [Br:1][C:2]1[CH:3]=[C:4]([CH2:10][NH2:11])[CH:5]=[C:6]([O:8][CH3:9])[CH:7]=1.[Cl:12][C:13]1[N:18]=[C:17](Cl)[C:16]([Cl:20])=[CH:15][N:14]=1.C(=O)([O-])[O-].[K+].[K+]. The catalyst is CN(C)C=O. The product is [Br:1][C:2]1[CH:3]=[C:4]([CH:5]=[C:6]([O:8][CH3:9])[CH:7]=1)[CH2:10][NH:11][C:15]1[C:16]([Cl:20])=[CH:17][N:18]=[C:13]([Cl:12])[N:14]=1. The yield is 0.870.